From a dataset of Reaction yield outcomes from USPTO patents with 853,638 reactions. Predict the reaction yield, written as a fraction of the theoretical maximum amount of product (1.0 means a 100% yield; for example, 0.34 means a 34% yield). (1) The reactants are [NH:1]1[C:9]2[C:4](=[CH:5][C:6]([NH:10][C:11]3[CH:16]=[CH:15][N:14]=[C:13]([C:17]4[CH:18]=[C:19]([CH:25]=[CH:26][CH:27]=4)[O:20][CH2:21][C:22]([OH:24])=O)[N:12]=3)=[CH:7][CH:8]=2)[CH:3]=[N:2]1.[NH4+].[Cl-:29].CN(C(ON1N=[N:45][C:40]2C=[CH:42][CH:43]=[N:44][C:39]1=2)=[N+](C)C)C.F[P-](F)(F)(F)(F)F.CCN(CC)CC. The catalyst is CN(C=O)C.O. The product is [ClH:29].[NH:1]1[C:9]2[C:4](=[CH:5][C:6]([NH:10][C:11]3[CH:16]=[CH:15][N:14]=[C:13]([C:17]4[CH:18]=[C:19]([CH:25]=[CH:26][CH:27]=4)[O:20][CH2:21][C:22]([NH:45][C@@H:40]4[CH2:42][CH2:43][NH:44][CH2:39]4)=[O:24])[N:12]=3)=[CH:7][CH:8]=2)[CH:3]=[N:2]1. The yield is 0.120. (2) The reactants are [Cl:1][C:2]1[CH:7]=[C:6]([NH:8][CH:9]2[CH2:11][CH2:10]2)[N:5]2[N:12]=[CH:13][C:14]([CH:15]=O)=[C:4]2[N:3]=1.[S:17]1[CH2:21][C:20](=[O:22])[NH:19][C:18]1=[O:23].N1CCCCC1.C(O)(C)C. The catalyst is CCO. The product is [Cl:1][C:2]1[CH:7]=[C:6]([NH:8][CH:9]2[CH2:10][CH2:11]2)[N:5]2[N:12]=[CH:13][C:14]([CH:15]=[C:21]3[S:17][C:18](=[O:23])[NH:19][C:20]3=[O:22])=[C:4]2[N:3]=1. The yield is 0.540. (3) The reactants are Br[C:2]1[S:6][C:5]([C:7]2[CH:12]=[CH:11][N:10]=[C:9]([NH:13][CH:14]3[CH2:19][C:18]([CH3:21])([CH3:20])[NH:17][C:16]([CH3:23])([CH3:22])[CH2:15]3)[N:8]=2)=[CH:4][CH:3]=1.C([Sn](CCCC)(CCCC)[C:29]1[CH:30]=[N:31][CH:32]=[CH:33][CH:34]=1)CCC. No catalyst specified. The product is [N:31]1[CH:32]=[CH:33][CH:34]=[C:29]([C:2]2[S:6][C:5]([C:7]3[CH:12]=[CH:11][N:10]=[C:9]([NH:13][CH:14]4[CH2:19][C:18]([CH3:21])([CH3:20])[NH:17][C:16]([CH3:23])([CH3:22])[CH2:15]4)[N:8]=3)=[CH:4][CH:3]=2)[CH:30]=1. The yield is 0.380.